This data is from Forward reaction prediction with 1.9M reactions from USPTO patents (1976-2016). The task is: Predict the product of the given reaction. (1) Given the reactants [F:1][C:2]1[CH:7]=[C:6]([F:8])[C:5]([CH2:9][NH:10][CH2:11][C:12]([F:15])([F:14])[F:13])=[CH:4][C:3]=1[C@:16]12[CH2:25][O:24][C@@H:23]([CH3:26])[CH2:22][C@H:21]1[CH2:20][S:19][C:18]([NH:27]C(=O)C1C=CC=CC=1)=[N:17]2.FC1C=C(F)C(CNCC(F)(F)F)=CC=1[C@]12CO[C@@H](CF)C[C@H]1CSC(N)=N2, predict the reaction product. The product is: [F:1][C:2]1[CH:7]=[C:6]([F:8])[C:5]([CH2:9][NH:10][CH2:11][C:12]([F:14])([F:15])[F:13])=[CH:4][C:3]=1[C@:16]12[CH2:25][O:24][C@@H:23]([CH3:26])[CH2:22][C@H:21]1[CH2:20][S:19][C:18]([NH2:27])=[N:17]2. (2) Given the reactants [CH3:1][CH:2]([CH3:23])[CH2:3][CH:4]([C:6]1[CH:11]=[CH:10][C:9]([C:12]2[CH:17]=[CH:16][C:15]([C:18]([F:21])([F:20])[F:19])=[CH:14][CH:13]=2)=[C:8]([CH3:22])[CH:7]=1)[NH2:5].F[C:25]1[CH:34]=[CH:33][C:28]([C:29]([O:31][CH3:32])=[O:30])=[CH:27][N:26]=1.C(=O)([O-])[O-].[K+].[K+], predict the reaction product. The product is: [CH3:1][CH:2]([CH3:23])[CH2:3][CH:4]([NH:5][C:25]1[CH:34]=[CH:33][C:28]([C:29]([O:31][CH3:32])=[O:30])=[CH:27][N:26]=1)[C:6]1[CH:11]=[CH:10][C:9]([C:12]2[CH:17]=[CH:16][C:15]([C:18]([F:19])([F:20])[F:21])=[CH:14][CH:13]=2)=[C:8]([CH3:22])[CH:7]=1. (3) Given the reactants [CH2:1]([C:7]1[S:11][C:10]([C:12]#[C:13][Si](C)(C)C)=[CH:9][CH:8]=1)[CH2:2][CH2:3][CH2:4][CH2:5][CH3:6].[F-].[K+], predict the reaction product. The product is: [C:12]([C:10]1[S:11][C:7]([CH2:1][CH2:2][CH2:3][CH2:4][CH2:5][CH3:6])=[CH:8][CH:9]=1)#[CH:13]. (4) Given the reactants [CH3:1][C:2]([CH:6]1[O:10][O:9][C:7]1=[O:8])([CH2:4]O)[CH3:3].[H-].[Na+].[CH2:13](Br)[C:14]1[CH:19]=[CH:18][CH:17]=[CH:16][CH:15]=1.O, predict the reaction product. The product is: [CH2:13]([O:10][C@@H:6]1[C:2]([CH3:1])([CH3:3])[CH2:4][O:9][C:7]1=[O:8])[C:14]1[CH:19]=[CH:18][CH:17]=[CH:16][CH:15]=1.